The task is: Predict the reactants needed to synthesize the given product.. This data is from Full USPTO retrosynthesis dataset with 1.9M reactions from patents (1976-2016). Given the product [Br:1][C:2]1[C:7]([O:8][CH3:9])=[CH:6][C:5]([NH2:10])=[C:4]([CH3:14])[CH:3]=1, predict the reactants needed to synthesize it. The reactants are: [Br:1][C:2]1[C:7]([O:8][CH3:9])=[CH:6][C:5]([NH:10]C(=O)C)=[C:4]([CH3:14])[CH:3]=1.Cl.[OH-].[Na+].